From a dataset of Full USPTO retrosynthesis dataset with 1.9M reactions from patents (1976-2016). Predict the reactants needed to synthesize the given product. (1) Given the product [Cl:49][C:50]1[CH:51]=[C:52]([C:57]2([C:70]([F:71])([F:73])[F:72])[O:61][N:60]=[C:59]([C:62]3[S:66][C:65]([CH2:67][NH:68][C:4](=[O:6])[CH2:3][S:2][CH3:1])=[C:64]([CH3:69])[CH:63]=3)[CH2:58]2)[CH:53]=[C:54]([Cl:56])[CH:55]=1, predict the reactants needed to synthesize it. The reactants are: [CH3:1][S:2][CH2:3][C:4]([OH:6])=O.C1CN([P+](ON2N=NC3C=CC=CC2=3)(N2CCCC2)N2CCCC2)CC1.F[P-](F)(F)(F)(F)F.CCN(C(C)C)C(C)C.[Cl:49][C:50]1[CH:51]=[C:52]([C:57]2([C:70]([F:73])([F:72])[F:71])[O:61][N:60]=[C:59]([C:62]3[S:66][C:65]([CH2:67][NH2:68])=[C:64]([CH3:69])[CH:63]=3)[CH2:58]2)[CH:53]=[C:54]([Cl:56])[CH:55]=1. (2) The reactants are: C(OC(=O)[NH:7][CH2:8][C:9]([N:11]1[CH2:16][C@H:15]([CH3:17])[N:14]([CH2:18][C:19]2[CH:24]=[CH:23][C:22]([F:25])=[CH:21][CH:20]=2)[CH2:13][C@H:12]1[CH3:26])=[O:10])(C)(C)C.FC(F)(F)C(O)=O. Given the product [NH2:7][CH2:8][C:9]([N:11]1[CH2:16][C@H:15]([CH3:17])[N:14]([CH2:18][C:19]2[CH:20]=[CH:21][C:22]([F:25])=[CH:23][CH:24]=2)[CH2:13][C@H:12]1[CH3:26])=[O:10], predict the reactants needed to synthesize it. (3) Given the product [CH3:1][C@H:2]1[CH2:6][CH2:5][C@@H:4]([CH3:7])[N:3]1[CH2:9][C:10]1[N:14]([C:15]2[CH:22]=[CH:21][C:18]([C:19]#[N:20])=[CH:17][CH:16]=2)[N:13]=[N:12][N:11]=1, predict the reactants needed to synthesize it. The reactants are: [CH3:1][CH:2]1[CH2:6][CH2:5][CH:4]([CH3:7])[NH:3]1.Cl[CH2:9][C:10]1[N:14]([C:15]2[CH:22]=[CH:21][C:18]([C:19]#[N:20])=[CH:17][CH:16]=2)[N:13]=[N:12][N:11]=1. (4) Given the product [NH2:66][C:61]1[CH:60]=[C:59]([C:55]([CH3:57])([CH3:56])[CH3:58])[CH:64]=[CH:63][C:62]=1[NH:65][C:34](=[O:36])[CH2:33][CH2:32][CH:30]1[CH2:31][CH:28]([N:27]([CH2:26][C@H:18]2[CH2:17][C@@H:16]([N:11]3[CH:10]=[N:9][C:8]4[C:12]3=[N:13][CH:14]=[N:15][C:7]=4[NH:6][CH2:5][C:4]3[CH:40]=[CH:41][C:42]([O:44][CH3:45])=[CH:43][C:3]=3[O:2][CH3:1])[C@H:20]([OH:21])[C@@H:19]2[OH:23])[CH:37]([CH3:38])[CH3:39])[CH2:29]1, predict the reactants needed to synthesize it. The reactants are: [CH3:1][O:2][C:3]1[CH:43]=[C:42]([O:44][CH3:45])[CH:41]=[CH:40][C:4]=1[CH2:5][NH:6][C:7]1[N:15]=[CH:14][N:13]=[C:12]2[C:8]=1[N:9]=[CH:10][N:11]2[C@H:16]1[C@@H:20]2[O:21]C(C)(C)[O:23][C@@H:19]2[C@@H:18]([CH2:26][N:27]([CH:37]([CH3:39])[CH3:38])[CH:28]2[CH2:31][CH:30]([CH2:32][CH2:33][C:34]([OH:36])=O)[CH2:29]2)[CH2:17]1.C(N(CC)C(C)C)(C)C.[C:55]([C:59]1[CH:60]=[C:61]([NH2:66])[C:62]([NH2:65])=[CH:63][CH:64]=1)([CH3:58])([CH3:57])[CH3:56].C([O-])(O)=O.[Na+]. (5) Given the product [C:38]([C:39]1[CH:40]=[C:10]([C:9](=[O:21])[C:8]2[CH:22]=[CH:23][C:5]([N+:2]([O-:4])=[O:3])=[CH:6][CH:7]=2)[N:11]2[C:20]3[C:15](=[CH:16][CH:17]=[CH:18][CH:19]=3)[CH:14]=[CH:13][C:12]=12)#[N:41], predict the reactants needed to synthesize it. The reactants are: [Br-].[N+:2]([C:5]1[CH:23]=[CH:22][C:8]([C:9](=[O:21])[CH2:10][N+:11]2[C:20]3[C:15](=[CH:16][CH:17]=[CH:18][CH:19]=3)[CH:14]=[CH:13][CH:12]=2)=[CH:7][CH:6]=1)([O-:4])=[O:3].[Cr](O[Cr]([O-])(=O)=O)([O-])(=O)=O.C(=O)(O)[O-].[Na+].[C:38](#[N:41])[CH:39]=[CH2:40]. (6) Given the product [CH3:18][S:19]([O:1][CH2:2][CH2:3][CH2:4][S:5]([O:8][CH2:9][C:10]#[CH:11])(=[O:7])=[O:6])(=[O:21])=[O:20], predict the reactants needed to synthesize it. The reactants are: [OH:1][CH2:2][CH2:3][CH2:4][S:5]([O:8][CH2:9][C:10]#[CH:11])(=[O:7])=[O:6].N1C=CC=CC=1.[CH3:18][S:19](Cl)(=[O:21])=[O:20].O. (7) Given the product [C:3]([OH:5])(=[O:4])[CH:2]=[CH:6][C:7]1[CH:8]=[CH:9][CH:10]=[CH:11][CH:12]=1, predict the reactants needed to synthesize it. The reactants are: Br[C@H:2]([CH2:6][C:7]1[CH:12]=[CH:11][CH:10]=[CH:9][CH:8]=1)[C:3]([OH:5])=[O:4].C(N(CC)CC)C. (8) Given the product [C:14]1(=[O:17])[N:27]([CH2:25][CH2:35][N:6]2[C:7]([C:9]([O:11][CH2:12][CH3:13])=[O:10])=[CH:8][C:4]([CH2:1][CH2:2][CH3:3])=[N:5]2)[C:28](=[O:29])[C:23]2=[CH:24][CH:30]=[CH:31][CH:32]=[C:33]12, predict the reactants needed to synthesize it. The reactants are: [CH2:1]([C:4]1[CH:8]=[C:7]([C:9]([O:11][CH2:12][CH3:13])=[O:10])[NH:6][N:5]=1)[CH2:2][CH3:3].[C:14]([O-:17])([O-])=O.[K+].[K+].BrCC[C:23]12[CH:33]=[CH:32][CH:31]=[CH:30][CH:24]1[C:25]([NH:27][C:28]2=[O:29])=O.O.[CH3:35]N(C=O)C.